From a dataset of Full USPTO retrosynthesis dataset with 1.9M reactions from patents (1976-2016). Predict the reactants needed to synthesize the given product. (1) Given the product [C:11]([C:10]1[CH:9]=[C:8]([C:2]2[CH:7]=[CH:6][CH:5]=[C:4]([CH:8]=[C:9]3[CH2:14][CH2:13][N:12]([C:15]([O:17][C:18]([CH3:21])([CH3:20])[CH3:19])=[O:16])[CH2:11][CH2:10]3)[CH:3]=2)[CH:4]=[CH:32][CH:33]=1)#[N:12], predict the reactants needed to synthesize it. The reactants are: Br[C:2]1[CH:3]=[C:4]([CH:8]=[C:9]2[CH2:14][CH2:13][N:12]([C:15]([O:17][C:18]([CH3:21])([CH3:20])[CH3:19])=[O:16])[CH2:11][CH2:10]2)[CH:5]=[CH:6][CH:7]=1.C([O-])([O-])=O.[K+].[K+].O1[CH2:33][CH2:32]OCC1. (2) Given the product [OH:18][C:17]1[C:16]2[C:11](=[CH:12][CH:13]=[CH:14][CH:15]=2)[C:10]([NH:19][S:20]([C:23]2[S:24][CH:25]=[CH:26][CH:27]=2)(=[O:22])=[O:21])=[CH:9][C:8]=1[S:7][C:6]1[N:2]([CH3:1])[N:3]=[N:4][N:5]=1, predict the reactants needed to synthesize it. The reactants are: [CH3:1][N:2]1[C:6]([S:7][C:8]2[C:17](=[O:18])[C:16]3[C:11](=[CH:12][CH:13]=[CH:14][CH:15]=3)/[C:10](=[N:19]/[S:20]([C:23]3[S:24][CH:25]=[CH:26][CH:27]=3)(=[O:22])=[O:21])/[CH:9]=2)=[N:5][N:4]=[N:3]1.S(S([O-])=O)([O-])=O.[Na+].[Na+].O. (3) Given the product [Cl:1][CH2:2][CH2:3][CH2:4][C:5]([C:11]1[CH:12]=[CH:13][C:8]([CH3:14])=[CH:9][CH:10]=1)=[O:6], predict the reactants needed to synthesize it. The reactants are: [Cl:1][CH2:2][CH2:3][CH2:4][C:5](Cl)=[O:6].[C:8]1([CH3:14])[CH:13]=[CH:12][CH:11]=[CH:10][CH:9]=1. (4) Given the product [C:76]([CH2:75][CH2:74][CH2:73][C:69]1[CH:68]=[C:67]([C:10]2=[C:11]([CH:37]=[CH:38][C:39]3[C:47]([CH3:49])([CH3:48])[C:46]4[C:41](=[CH:42][CH:43]=[C:44]([S:50]([O-:53])(=[O:52])=[O:51])[CH:45]=4)[N+:40]=3[CH2:54][CH2:55][CH2:56][CH2:57][S:58]([O-:61])(=[O:60])=[O:59])[CH2:12][CH2:13]/[C:14]/2=[CH:15]\[CH:16]=[C:17]2/[C:18]([CH3:35])([CH3:36])[C:19]3[C:20](=[N:34]/2)[N:21]([CH2:26][CH2:27][CH2:28][CH2:29][S:30]([O-:33])(=[O:32])=[O:31])[CH:22]=[C:23]([Cl:25])[CH:24]=3)[CH:72]=[CH:71][CH:70]=1)([OH:78])=[O:77].[Na+:62].[Na+:62], predict the reactants needed to synthesize it. The reactants are: C(C1C=C([C:10]2=[C:11]([CH:37]=[CH:38][C:39]3[C:47]([CH3:49])([CH3:48])[C:46]4[C:41](=[CH:42][CH:43]=[C:44]([S:50]([O-:53])(=[O:52])=[O:51])[CH:45]=4)[N+:40]=3[CH2:54][CH2:55][CH2:56][CH2:57][S:58]([O-:61])(=[O:60])=[O:59])[CH2:12][CH2:13]/[C:14]/2=[CH:15]\[CH:16]=[C:17]2/[C:18]([CH3:36])([CH3:35])[C:19]3[C:20](=[N:34]/2)[N:21]([CH2:26][CH2:27][CH2:28][CH2:29][S:30]([O-:33])(=[O:32])=[O:31])[CH:22]=[C:23]([Cl:25])[CH:24]=3)C=CC=1)(O)=O.[Na+:62].[Na+].B([C:67]1[CH:68]=[C:69]([CH2:73][CH2:74][CH2:75][C:76]([OH:78])=[O:77])[CH:70]=[CH:71][CH:72]=1)(O)O. (5) The reactants are: F[C:2]1[CH:7]=[C:6]([F:8])[CH:5]=[CH:4][C:3]=1[N+:9]([O-:11])=[O:10].[F:12][C:13]1[CH:19]=[CH:18][C:16]([NH2:17])=[CH:15][CH:14]=1. Given the product [F:8][C:6]1[CH:5]=[CH:4][C:3]([N+:9]([O-:11])=[O:10])=[C:2]([CH:7]=1)[NH:17][C:16]1[CH:18]=[CH:19][C:13]([F:12])=[CH:14][CH:15]=1, predict the reactants needed to synthesize it. (6) Given the product [Cl:1][C:2]1[CH:3]=[C:4]([C:9]2[C:21]([CH3:22])=[CH:20][C:12]([C:13]([NH:15][S:16]([CH3:19])(=[O:18])=[O:17])=[O:14])=[C:11]([F:23])[CH:10]=2)[CH:5]=[N:6][C:7]=1[O:38][C:33]1[CH:34]=[CH:35][C:36]([CH3:37])=[C:31]([F:30])[CH:32]=1, predict the reactants needed to synthesize it. The reactants are: [Cl:1][C:2]1[CH:3]=[C:4]([C:9]2[C:21]([CH3:22])=[CH:20][C:12]([C:13]([NH:15][S:16]([CH3:19])(=[O:18])=[O:17])=[O:14])=[C:11]([F:23])[CH:10]=2)[CH:5]=[N:6][C:7]=1F.C([O-])([O-])=O.[Cs+].[Cs+].[F:30][C:31]1[CH:32]=[C:33]([OH:38])[CH:34]=[CH:35][C:36]=1[CH3:37]. (7) Given the product [CH3:11][O:12][CH2:13][CH2:14][O:15][CH2:16][O:1][C:2]1[CH:10]=[CH:9][C:5]([CH2:6][C:7]#[N:8])=[CH:4][CH:3]=1, predict the reactants needed to synthesize it. The reactants are: [OH:1][C:2]1[CH:10]=[CH:9][C:5]([CH2:6][C:7]#[N:8])=[CH:4][CH:3]=1.[CH3:11][O:12][CH2:13][CH2:14][O:15][CH2:16]Cl. (8) Given the product [F:30][C:24]1[CH:25]=[C:26]([F:29])[CH:27]=[CH:28][C:23]=1[N:19]1[C:18]([N:12]2[N:11]=[C:10]3[C:14]([CH2:15][CH2:16][O:17][C:8]4[CH:7]=[C:6]([CH:4]5[CH2:3][N:2]([CH2:34][C:35]([NH2:37])=[O:36])[CH2:5]5)[CH:32]=[CH:31][C:9]=43)=[CH:13]2)=[N:22][CH:21]=[N:20]1, predict the reactants needed to synthesize it. The reactants are: Cl.[NH:2]1[CH2:5][CH:4]([C:6]2[CH:32]=[CH:31][C:9]3[C:10]4[C:14]([CH2:15][CH2:16][O:17][C:8]=3[CH:7]=2)=[CH:13][N:12]([C:18]2[N:19]([C:23]3[CH:28]=[CH:27][C:26]([F:29])=[CH:25][C:24]=3[F:30])[N:20]=[CH:21][N:22]=2)[N:11]=4)[CH2:3]1.Br[CH2:34][C:35]([NH2:37])=[O:36].CO. (9) Given the product [O:31]=[C:22]1[C:23]2[C:28](=[CH:27][CH:26]=[CH:25][CH:24]=2)[C:29](=[O:30])[N:21]1[CH2:20][CH2:19][N:18]([CH2:17][CH2:16][N:7]1[C:8](=[O:15])[C:9]2[C:14](=[CH:13][CH:12]=[CH:11][CH:10]=2)[C:6]1=[O:5])[C:44]([CH2:43][O:42][CH2:41][C:40]([OH:47])=[O:46])=[O:45], predict the reactants needed to synthesize it. The reactants are: C([O-])(=O)C.[O:5]=[C:6]1[C:14]2[C:9](=[CH:10][CH:11]=[CH:12][CH:13]=2)[C:8](=[O:15])[N:7]1[CH2:16][CH2:17][NH2+:18][CH2:19][CH2:20][N:21]1[C:29](=[O:30])[C:28]2[C:23](=[CH:24][CH:25]=[CH:26][CH:27]=2)[C:22]1=[O:31].CN(C)C(N(C)C)=N.[C:40]1(=[O:47])[O:46][C:44](=[O:45])[CH2:43][O:42][CH2:41]1.